Dataset: TCR-epitope binding with 47,182 pairs between 192 epitopes and 23,139 TCRs. Task: Binary Classification. Given a T-cell receptor sequence (or CDR3 region) and an epitope sequence, predict whether binding occurs between them. (1) The epitope is KPLEFGATSAAL. The TCR CDR3 sequence is CATGGQGEQYF. Result: 1 (the TCR binds to the epitope). (2) The epitope is SQASSRSSSR. The TCR CDR3 sequence is CASSLDPRGRAKNIQYF. Result: 0 (the TCR does not bind to the epitope). (3) The epitope is IPRRNVATL. The TCR CDR3 sequence is CASSEYRGYTDTQYF. Result: 0 (the TCR does not bind to the epitope).